From a dataset of Catalyst prediction with 721,799 reactions and 888 catalyst types from USPTO. Predict which catalyst facilitates the given reaction. (1) Reactant: [NH2:1][O:2][CH2:3][CH2:4][C:5]1[C:6]([CH3:21])=[N:7][N:8]([CH3:20])[C:9]=1[N:10]1[C:18]2[C:13](=[CH:14][C:15]([Cl:19])=[CH:16][CH:17]=2)[CH:12]=[CH:11]1.C(N(CC)CC)C.Cl[C:30]([O:32][CH2:33][CH2:34][CH2:35][CH3:36])=[O:31]. Product: [Cl:19][C:15]1[CH:14]=[C:13]2[C:18](=[CH:17][CH:16]=1)[N:10]([C:9]1[N:8]([CH3:20])[N:7]=[C:6]([CH3:21])[C:5]=1[CH2:4][CH2:3][O:2][NH:1][C:30](=[O:31])[O:32][CH2:33][CH2:34][CH2:35][CH3:36])[CH:11]=[CH:12]2. The catalyst class is: 7. (2) Reactant: [H-].[Na+].[Br:3][C:4]1[CH:9]=[CH:8][C:7]([Cl:10])=[C:6]([O:11][C@H:12]2[CH2:17][CH2:16][C@@H:15]([OH:18])[CH2:14][CH2:13]2)[CH:5]=1.[CH3:19]I.O. Product: [Br:3][C:4]1[CH:9]=[CH:8][C:7]([Cl:10])=[C:6]([O:11][C@H:12]2[CH2:13][CH2:14][C@@H:15]([O:18][CH3:19])[CH2:16][CH2:17]2)[CH:5]=1. The catalyst class is: 7.